This data is from Full USPTO retrosynthesis dataset with 1.9M reactions from patents (1976-2016). The task is: Predict the reactants needed to synthesize the given product. (1) Given the product [Cl:22][C:2]1[N:7]=[CH:6][N:5]=[C:4]([C:8]#[N:9])[CH:3]=1, predict the reactants needed to synthesize it. The reactants are: O[C:2]1[N:7]=[CH:6][N:5]=[C:4]([CH:8]=[N:9]O)[CH:3]=1.CN(C)C1C=CC=CC=1.O=P(Cl)(Cl)[Cl:22]. (2) Given the product [Br:2][CH:23]([C:13]1[O:14][C:15](=[O:22])[C:16]2[C:21]([C:12]=1[C:8]1[CH:9]=[CH:10][CH:11]=[C:6]([F:5])[CH:7]=1)=[CH:20][CH:19]=[CH:18][CH:17]=2)[CH3:24], predict the reactants needed to synthesize it. The reactants are: P(Br)(Br)[Br:2].[F:5][C:6]1[CH:7]=[C:8]([C:12]2[C:21]3[C:16](=[CH:17][CH:18]=[CH:19][CH:20]=3)[C:15](=[O:22])[O:14][C:13]=2[CH:23](O)[CH3:24])[CH:9]=[CH:10][CH:11]=1. (3) Given the product [F:12][C:13]1[C:20]([O:21][CH3:22])=[C:19]([CH:23]2[CH2:24][O:9]2)[CH:18]=[CH:17][C:14]=1[C:15]#[N:16], predict the reactants needed to synthesize it. The reactants are: C1C=C(Cl)C=C(C(OO)=[O:9])C=1.[F:12][C:13]1[C:20]([O:21][CH3:22])=[C:19]([CH:23]=[CH2:24])[CH:18]=[CH:17][C:14]=1[C:15]#[N:16]. (4) Given the product [CH3:34][N:2]([CH3:1])[C@@H:3]1[CH2:7][CH2:6][N:5]([C:8]2[N:13]3[C:14]([C:32]([NH2:33])=[O:36])=[C:15]([CH2:17][N:18]([CH:29]([CH3:31])[CH3:30])[C@@H:19]4[C:28]5[N:27]=[CH:26][CH:25]=[CH:24][C:23]=5[CH2:22][CH2:21][CH2:20]4)[N:16]=[C:12]3[CH:11]=[CH:10][CH:9]=2)[CH2:4]1, predict the reactants needed to synthesize it. The reactants are: [CH3:1][N:2]([CH3:34])[C@@H:3]1[CH2:7][CH2:6][N:5]([C:8]2[N:13]3[C:14]([C:32]#[N:33])=[C:15]([CH2:17][N:18]([CH:29]([CH3:31])[CH3:30])[C@@H:19]4[C:28]5[N:27]=[CH:26][CH:25]=[CH:24][C:23]=5[CH2:22][CH2:21][CH2:20]4)[N:16]=[C:12]3[CH:11]=[CH:10][CH:9]=2)[CH2:4]1.S(=O)(=O)(O)[OH:36]. (5) The reactants are: [C:1]([O:5][C:6]([NH:8][C:9]1([CH2:13][C:14]([OH:16])=O)[CH2:12][CH2:11][CH2:10]1)=[O:7])([CH3:4])([CH3:3])[CH3:2].C(N(C(C)C)CC)(C)C.F[P-](F)(F)(F)(F)F.CN(C(=[N+](C)C)ON1C2=NC=CC=C2N=N1)C.Cl.[Cl:51][C:52]1[CH:62]=[CH:61][C:55]([O:56][CH:57]2[CH2:60][NH:59][CH2:58]2)=[CH:54][CH:53]=1. Given the product [C:1]([O:5][C:6](=[O:7])[NH:8][C:9]1([CH2:13][C:14]([N:59]2[CH2:60][CH:57]([O:56][C:55]3[CH:54]=[CH:53][C:52]([Cl:51])=[CH:62][CH:61]=3)[CH2:58]2)=[O:16])[CH2:10][CH2:11][CH2:12]1)([CH3:2])([CH3:3])[CH3:4], predict the reactants needed to synthesize it. (6) Given the product [Cl:1][C:2]1[CH:7]=[CH:6][N:5]=[C:4]2[CH:8]=[C:9]([I:17])[O:10][C:3]=12, predict the reactants needed to synthesize it. The reactants are: [Cl:1][C:2]1[CH:7]=[CH:6][N:5]=[C:4]2[CH:8]=[C:9]([Si](C)(C)C)[O:10][C:3]=12.[F-].[K+].[I:17]C1CC(=O)NC1=O.C(OC(=O)C)C. (7) Given the product [F:1][C:2]1[CH:7]=[C:6]([F:8])[CH:5]=[CH:4][C:3]=1[C@@H:9]1[CH2:13][N:12]([CH3:20])[CH2:11][C@H:10]1[C:14]([O:16][CH3:17])=[O:15], predict the reactants needed to synthesize it. The reactants are: [F:1][C:2]1[CH:7]=[C:6]([F:8])[CH:5]=[CH:4][C:3]=1[C@@H:9]1[CH2:13][NH:12][CH2:11][C@H:10]1[C:14]([O:16][CH3:17])=[O:15].C=O.[C:20](O)(=O)C.C(O[BH-](OC(=O)C)OC(=O)C)(=O)C.[Na+].